This data is from Forward reaction prediction with 1.9M reactions from USPTO patents (1976-2016). The task is: Predict the product of the given reaction. (1) The product is: [Cl:1][C:2]1[CH:3]=[C:4]([NH:19][C:20]2[C:30]3[CH:29]=[C:28]([C:31]([NH:34][CH2:35][CH2:36][N:37]4[CH2:42][CH2:41][CH:40]([OH:43])[CH2:39][CH2:38]4)=[O:32])[CH2:27][CH2:26][NH:25][C:24]=3[N:23]=[CH:22][N:21]=2)[CH:5]=[CH:6][C:7]=1[O:8][C:9]1[CH:14]=[CH:13][CH:12]=[C:11]([C:15]([F:18])([F:16])[F:17])[CH:10]=1. Given the reactants [Cl:1][C:2]1[CH:3]=[C:4]([NH:19][C:20]2[C:30]3[CH:29]=[C:28]([C:31](O)=[O:32])[CH2:27][CH2:26][NH:25][C:24]=3[N:23]=[CH:22][N:21]=2)[CH:5]=[CH:6][C:7]=1[O:8][C:9]1[CH:14]=[CH:13][CH:12]=[C:11]([C:15]([F:18])([F:17])[F:16])[CH:10]=1.[NH2:34][CH2:35][CH2:36][N:37]1[CH2:42][CH2:41][CH:40]([OH:43])[CH2:39][CH2:38]1.ON1C2C=CC=CC=2N=N1.Cl.C(N=C=NCCCN(C)C)C, predict the reaction product. (2) Given the reactants [OH:1][C@H:2]1[CH2:7][N:6]([C:8]([O:10][CH3:11])=[O:9])[C@H:5]([C:12]([N:14]2[CH2:19][CH2:18][N:17]([C:20]3[CH:25]=[CH:24][CH:23]=[CH:22][CH:21]=3)[CH2:16][CH2:15]2)=[O:13])[C@@H:4]([C:26]([O:28][CH3:29])=[O:27])[CH2:3]1.C(N(CC)CC)C.C(Cl)Cl.[CH3:40][S:41](Cl)(=[O:43])=[O:42], predict the reaction product. The product is: [CH3:40][S:41]([O:1][C@H:2]1[CH2:7][N:6]([C:8]([O:10][CH3:11])=[O:9])[C@H:5]([C:12]([N:14]2[CH2:19][CH2:18][N:17]([C:20]3[CH:25]=[CH:24][CH:23]=[CH:22][CH:21]=3)[CH2:16][CH2:15]2)=[O:13])[C@@H:4]([C:26]([O:28][CH3:29])=[O:27])[CH2:3]1)(=[O:43])=[O:42].